From a dataset of Full USPTO retrosynthesis dataset with 1.9M reactions from patents (1976-2016). Predict the reactants needed to synthesize the given product. (1) Given the product [NH2:1][C:2]1[C:3]([C:7]2[N:8]([CH2:37][CH3:38])[C:9]3[C:14]([O:15][CH2:16][C@H:17]4[O:22][CH2:21][CH2:20][NH:19][CH2:18]4)=[CH:13][N:12]=[C:11]([C:30]#[C:31][C:32]([CH3:33])([OH:35])[CH3:34])[C:10]=3[N:36]=2)=[N:4][O:5][N:6]=1, predict the reactants needed to synthesize it. The reactants are: [NH2:1][C:2]1[C:3]([C:7]2[N:8]([CH2:37][CH3:38])[C:9]3[C:14]([O:15][CH2:16][C@H:17]4[O:22][CH2:21][CH2:20][N:19](C(OC(C)(C)C)=O)[CH2:18]4)=[CH:13][N:12]=[C:11]([C:30]#[C:31][C:32]([OH:35])([CH3:34])[CH3:33])[C:10]=3[N:36]=2)=[N:4][O:5][N:6]=1.FC(F)(F)C(O)=O.[OH-].[Na+]. (2) Given the product [NH2:49]/[CH:52]=[N:50]/[C:8]1[C:7]([C:2]#[N:1])=[C:6]([CH:10]2[CH2:15][CH2:14][CH2:13][N:12]([C:16]([O:18][C:19]([CH3:22])([CH3:21])[CH3:20])=[O:17])[CH2:11]2)[CH:5]=[C:4]([C:23]2[C:28]([O:29][CH2:30][C:31]3[CH:36]=[CH:35][C:34]([O:37][CH3:38])=[CH:33][CH:32]=3)=[CH:27][CH:26]=[CH:25][C:24]=2[O:39][CH2:40][CH:41]2[CH2:43][CH2:42]2)[N:51]=1, predict the reactants needed to synthesize it. The reactants are: [NH2:1][C:2]1[C:7]([C:8]#N)=[C:6]([CH:10]2[CH2:15][CH2:14][CH2:13][N:12]([C:16]([O:18][C:19]([CH3:22])([CH3:21])[CH3:20])=[O:17])[CH2:11]2)[CH:5]=[C:4]([C:23]2[C:28]([O:29][CH2:30][C:31]3[CH:36]=[CH:35][C:34]([O:37][CH3:38])=[CH:33][CH:32]=3)=[CH:27][CH:26]=[CH:25][C:24]=2[O:39][CH2:40][CH:41]2[CH2:43][CH2:42]2)N=1.S([O-])([O-])(=O)=O.[NH4+:49].[NH4+:50].[NH3:51].[CH:52](OCC)(OCC)OCC. (3) Given the product [CH2:3]([O:6][CH2:7][CH2:8][O:9][CH2:12][CH:11]=[CH2:10])[CH:4]=[CH2:5], predict the reactants needed to synthesize it. The reactants are: [H-].[Na+].[CH2:3]([O:6][CH2:7][CH2:8][OH:9])[CH:4]=[CH2:5].[CH2:10](Br)[CH:11]=[CH2:12]. (4) Given the product [C:18]([C:15]1[CH:16]=[CH:17][C:12]([CH2:11][N:7]2[C:8]3[C:4](=[CH:3][C:2]([C:26]4[CH:27]=[CH:28][CH:29]=[C:24]([O:23][CH3:22])[CH:25]=4)=[CH:10][CH:9]=3)[CH:5]=[CH:6]2)=[CH:13][CH:14]=1)([CH3:21])([CH3:19])[CH3:20], predict the reactants needed to synthesize it. The reactants are: Br[C:2]1[CH:3]=[C:4]2[C:8](=[CH:9][CH:10]=1)[N:7]([CH2:11][C:12]1[CH:17]=[CH:16][C:15]([C:18]([CH3:21])([CH3:20])[CH3:19])=[CH:14][CH:13]=1)[CH:6]=[CH:5]2.[CH3:22][O:23][C:24]1[CH:25]=[C:26](B(O)O)[CH:27]=[CH:28][CH:29]=1. (5) Given the product [B:5]([OH:9])([OH:6])[C@@H:4]([NH:18][C:19]([C@@H:20]([NH:21][C:22]([C:24]1[CH:29]=[N:28][CH:27]=[CH:26][N:25]=1)=[O:23])[CH2:30][C:31]1[CH:32]=[CH:33][CH:34]=[CH:35][CH:36]=1)=[O:37])[CH2:3][CH:2]([CH3:38])[CH3:1], predict the reactants needed to synthesize it. The reactants are: [CH3:1][CH:2]([CH3:38])[CH2:3][C@H:4]([NH:18][C:19](=[O:37])[C@H:20]([CH2:30][C:31]1[CH:36]=[CH:35][CH:34]=[CH:33][CH:32]=1)[NH:21][C:22]([C:24]1[CH:29]=[N:28][CH:27]=[CH:26][N:25]=1)=[O:23])[B:5]1[O:9][C@@H]2C[C@@H]3C[C@H]([C@]2(C)[O:6]1)C3(C)C.B(O)O.FC(F)(F)C(O)=O.Cl.Br.C(B(O)O)C(C)C. (6) The reactants are: [CH3:1][C:2]1[N:3]([C:7]2[CH:8]=[C:9]([NH2:17])[CH:10]=[C:11]([C:13]([F:16])([F:15])[F:14])[CH:12]=2)[CH:4]=[CH:5][N:6]=1.[N:18]1[CH:23]=[CH:22][CH:21]=[C:20]([C:24]2[CH:29]=[CH:28][N:27]=[C:26]([NH:30][C:31]3[CH:39]=[CH:38][C:34]([C:35](O)=[O:36])=[CH:33][CH:32]=3)[N:25]=2)[CH:19]=1.CC1N=CN(C2C=C(N)C=C(C(F)(F)F)C=2)C=1. Given the product [CH3:1][C:2]1[N:3]([C:7]2[CH:8]=[C:9]([NH:17][C:35](=[O:36])[C:34]3[CH:33]=[CH:32][C:31]([NH:30][C:26]4[N:25]=[C:24]([C:20]5[CH:19]=[N:18][CH:23]=[CH:22][CH:21]=5)[CH:29]=[CH:28][N:27]=4)=[CH:39][CH:38]=3)[CH:10]=[C:11]([C:13]([F:16])([F:14])[F:15])[CH:12]=2)[CH:4]=[CH:5][N:6]=1, predict the reactants needed to synthesize it. (7) The reactants are: C([O-])([O-])=O.[K+].[K+].[OH:7][NH:8][C:9](=[NH:25])[C:10]1[CH:15]=[CH:14][CH:13]=[C:12]([C@@H:16]([NH:18][S:19]([C:21]([CH3:24])([CH3:23])[CH3:22])=[O:20])[CH3:17])[CH:11]=1.[OH:26][C:27]([CH3:33])([CH3:32])[C:28](OC)=O. Given the product [OH:26][C:27]([C:33]1[O:7][N:8]=[C:9]([C:10]2[CH:11]=[C:12]([C@@H:16]([NH:18][S:19]([C:21]([CH3:24])([CH3:23])[CH3:22])=[O:20])[CH3:17])[CH:13]=[CH:14][CH:15]=2)[N:25]=1)([CH3:32])[CH3:28], predict the reactants needed to synthesize it. (8) Given the product [CH:2]1([O:4][N:5]2[C:10]([CH3:12])([CH3:11])[CH2:9][CH:8]([O:13][C:14](=[O:21])[C:15]3[CH:20]=[CH:19][CH:18]=[CH:17][CH:16]=3)[CH2:7][C:6]2([CH3:23])[CH3:22])[CH2:1][CH2:8][CH2:7][CH2:6][CH2:22]1, predict the reactants needed to synthesize it. The reactants are: [C:1](#N)[CH3:2].[OH:4][N:5]1[C:10]([CH3:12])([CH3:11])[CH2:9][CH:8]([O:13][C:14](=[O:21])[C:15]2[CH:20]=[CH:19][CH:18]=[CH:17][CH:16]=2)[CH2:7][C:6]1([CH3:23])[CH3:22].OO.S([O-])([O-])=O.[Na+].[Na+].